Dataset: Catalyst prediction with 721,799 reactions and 888 catalyst types from USPTO. Task: Predict which catalyst facilitates the given reaction. (1) Reactant: [NH2:1][CH2:2][CH2:3][O:4]/[N:5]=[C:6](/[C:8]1[N:13]=[C:12]2[N:14]([CH2:17][C:18]3[CH:19]=[C:20]4[C:25](=[CH:26][CH:27]=3)[N:24]=[CH:23][CH:22]=[CH:21]4)[N:15]=[N:16][C:11]2=[N:10][CH:9]=1)\[CH3:7].C[Si]([N:32]=[C:33]=[O:34])(C)C. Product: [N:24]1[C:25]2[C:20](=[CH:19][C:18]([CH2:17][N:14]3[C:12]4=[N:13][C:8](/[C:6](=[N:5]/[O:4][CH2:3][CH2:2][NH:1][C:33]([NH2:32])=[O:34])/[CH3:7])=[CH:9][N:10]=[C:11]4[N:16]=[N:15]3)=[CH:27][CH:26]=2)[CH:21]=[CH:22][CH:23]=1. The catalyst class is: 2. (2) Reactant: C[O:2][C:3]([C:5]1([CH:13]=[N:14][O:15][CH2:16][C:17]2[CH:22]=[CH:21][CH:20]=[CH:19][CH:18]=2)[CH2:10][CH2:9][C:8]([CH3:12])([CH3:11])[CH2:7][CH2:6]1)=[O:4].O.[OH-].[Li+].Cl. Product: [CH2:16]([O:15][N:14]=[CH:13][C:5]1([C:3]([OH:4])=[O:2])[CH2:10][CH2:9][C:8]([CH3:12])([CH3:11])[CH2:7][CH2:6]1)[C:17]1[CH:22]=[CH:21][CH:20]=[CH:19][CH:18]=1. The catalyst class is: 20.